From a dataset of Forward reaction prediction with 1.9M reactions from USPTO patents (1976-2016). Predict the product of the given reaction. (1) Given the reactants [CH2:69]([OH:70])[C@H:28]1[O:29][C@@H:30]2[O:26][C@H:27]3[C@H:32]([OH:33])[C@@H:31]([OH:34])[C@@H:30]([O:26][C@H:27]4[C@H:32]([OH:33])[C@@H:31]([OH:34])[C@@H:30]([O:26][C@H:27]5[C@H:32]([OH:33])[C@@H:31]([OH:34])[C@@H:30]([O:26][C@H:27]6[C@H:32]([OH:33])[C@@H:31]([OH:34])[C@@H:30]([O:26][C@H:27]7[C@H:32]([OH:33])[C@@H:31]([OH:34])[C@@H:30]([O:26][C@H:27]8[C@H:32]([OH:33])[C@@H:31]([OH:34])[C@@H:30]([O:26][C@H:27]1[C@H:32]([OH:33])[C@H:31]2[OH:34])[O:29][C@@H:28]8[CH2:69][OH:70])[O:29][C@@H:28]7[CH2:69][OH:70])[O:29][C@@H:28]6[CH2:69][OH:70])[O:29][C@@H:28]5[CH2:69][OH:70])[O:29][C@@H:28]4[CH2:69][OH:70])[O:29][C@@H:28]3[CH2:69][OH:70], predict the reaction product. The product is: [CH2:69]([OH:70])[C@H:28]1[O:29][C@@H:30]2[O:26][C@H:27]3[C@H:32]([OH:33])[C@@H:31]([OH:34])[C@@H:30]([O:26][C@H:27]4[C@H:32]([OH:33])[C@@H:31]([OH:34])[C@@H:30]([O:26][C@H:27]5[C@H:32]([OH:33])[C@@H:31]([OH:34])[C@@H:30]([O:26][C@H:27]6[C@H:32]([OH:33])[C@@H:31]([OH:34])[C@@H:30]([O:26][C@H:27]7[C@H:32]([OH:33])[C@@H:31]([OH:34])[C@@H:30]([O:26][C@H:27]8[C@H:32]([OH:33])[C@@H:31]([OH:34])[C@@H:30]([O:26][C@H:27]9[C@H:32]([OH:33])[C@@H:31]([OH:34])[C@@H:30]([O:26][C@H:27]1[C@H:32]([OH:33])[C@H:31]2[OH:34])[O:29][C@@H:28]9[CH2:69][OH:70])[O:29][C@@H:28]8[CH2:69][OH:70])[O:29][C@@H:28]7[CH2:69][OH:70])[O:29][C@@H:28]6[CH2:69][OH:70])[O:29][C@@H:28]5[CH2:69][OH:70])[O:29][C@@H:28]4[CH2:69][OH:70])[O:29][C@@H:28]3[CH2:69][OH:70]. (2) Given the reactants [F:1][C:2]([C:5]1[CH:6]=[C:7]([CH:27]=[CH:28][CH:29]=1)[O:8][C:9]1[CH:14]=[CH:13][C:12]([C:15]2[C:20]3=[N:21][S:22](=[O:26])(=[O:25])[CH2:23][CH2:24][N:19]3[CH:18]=[CH:17][CH:16]=2)=[CH:11][CH:10]=1)([F:4])[CH3:3], predict the reaction product. The product is: [F:4][C:2]([C:5]1[CH:6]=[C:7]([CH:27]=[CH:28][CH:29]=1)[O:8][C:9]1[CH:10]=[CH:11][C:12]([CH:15]2[C:20]3=[N:21][S:22](=[O:26])(=[O:25])[CH2:23][CH2:24][N:19]3[CH2:18][CH2:17][CH2:16]2)=[CH:13][CH:14]=1)([F:1])[CH3:3]. (3) Given the reactants NC1C=CC=CC=1NC[C@@H]1CCCN(C(OC(C)(C)C)=O)C1.[Cl:23][CH2:24][C:25]1[N:29]([CH2:30][C@H:31]2[CH2:36][CH2:35][CH2:34][N:33]([C:37]([O:39][C:40]([CH3:43])([CH3:42])[CH3:41])=[O:38])[CH2:32]2)[C:28]2[CH:44]=[CH:45][CH:46]=[CH:47][C:27]=2[N:26]=1, predict the reaction product. The product is: [Cl:23][CH2:24][C:25]1[N:29]([CH2:30][C@@H:31]2[CH2:36][CH2:35][CH2:34][N:33]([C:37]([O:39][C:40]([CH3:43])([CH3:42])[CH3:41])=[O:38])[CH2:32]2)[C:28]2[CH:44]=[CH:45][CH:46]=[CH:47][C:27]=2[N:26]=1. (4) Given the reactants [C:1]([C:3]1[CH:4]=[N:5][C:6]2[C:11]([CH:12]=1)=[CH:10][C:9]([O:13][CH:14]([S:24][CH3:25])[C:15]([NH:17][C:18]1([CH:22]=O)[CH2:21][CH2:20][CH2:19]1)=[O:16])=[CH:8][CH:7]=2)#[CH:2].C([O-])(=O)C.[Na+].Cl.[CH3:32][O:33][NH2:34].O, predict the reaction product. The product is: [C:1]([C:3]1[CH:4]=[N:5][C:6]2[C:11]([CH:12]=1)=[CH:10][C:9]([O:13][CH:14]([S:24][CH3:25])[C:15]([NH:17][C:18]1([CH:22]=[N:34][O:33][CH3:32])[CH2:19][CH2:20][CH2:21]1)=[O:16])=[CH:8][CH:7]=2)#[CH:2]. (5) The product is: [CH3:32][C:12]([O:11][C:3]1[S:2][C:10]2[CH2:9][CH2:8][N:7]([CH:19]([C:20]([CH:22]3[CH2:24][CH2:23]3)=[O:21])[C:25]3[CH:30]=[CH:29][CH:28]=[CH:27][C:26]=3[F:31])[CH2:6][C:5]=2[CH:4]=1)=[O:15]. Given the reactants Cl.[S:2]1[CH:10]2[C:5]([CH2:6][NH:7][CH2:8][CH2:9]2)=[CH:4][C:3]1=[O:11].[C:12](=[O:15])([O-])[O-].[K+].[K+].Br[CH:19]([C:25]1[CH:30]=[CH:29][CH:28]=[CH:27][C:26]=1[F:31])[C:20]([CH:22]1[CH2:24][CH2:23]1)=[O:21].[C:32](#N)C, predict the reaction product. (6) Given the reactants C[O:2][C:3](=[O:36])[C@@H:4]([NH:14][C:15]([C:17]1[CH:22]=[C:21]([CH3:23])[N:20]=[C:19]([N:24]2[CH2:29][CH2:28][CH:27]([C:30]3[CH:35]=[CH:34][CH:33]=[CH:32][CH:31]=3)[CH2:26][CH2:25]2)[N:18]=1)=[O:16])[CH2:5][S:6][CH2:7][C:8]1[CH:13]=[CH:12][CH:11]=[CH:10][CH:9]=1.CO.[OH-].[Li+], predict the reaction product. The product is: [CH2:7]([S:6][CH2:5][C@H:4]([NH:14][C:15]([C:17]1[CH:22]=[C:21]([CH3:23])[N:20]=[C:19]([N:24]2[CH2:25][CH2:26][CH:27]([C:30]3[CH:35]=[CH:34][CH:33]=[CH:32][CH:31]=3)[CH2:28][CH2:29]2)[N:18]=1)=[O:16])[C:3]([OH:36])=[O:2])[C:8]1[CH:13]=[CH:12][CH:11]=[CH:10][CH:9]=1.